This data is from Reaction yield outcomes from USPTO patents with 853,638 reactions. The task is: Predict the reaction yield, written as a fraction of the theoretical maximum amount of product (1.0 means a 100% yield; for example, 0.34 means a 34% yield). The reactants are [C:1]1([N:7]=[C:8]=[O:9])[CH:6]=[CH:5][CH:4]=[CH:3][CH:2]=1.[NH2:10][C@H:11]1[CH2:16][CH2:15][C@H:14]([OH:17])[CH2:13][CH2:12]1. The catalyst is CN(C=O)C. The product is [OH:17][CH:14]1[CH2:15][CH2:16][CH:11]([NH:10][C:8]([NH:7][C:1]2[CH:6]=[CH:5][CH:4]=[CH:3][CH:2]=2)=[O:9])[CH2:12][CH2:13]1. The yield is 0.950.